This data is from Reaction yield outcomes from USPTO patents with 853,638 reactions. The task is: Predict the reaction yield, written as a fraction of the theoretical maximum amount of product (1.0 means a 100% yield; for example, 0.34 means a 34% yield). (1) The reactants are C(OC([N:8]1[CH2:12][CH2:11][CH:10]([C:13]([N:15]2[CH2:19][C@@H:18]([N:20]([C:22]([O:24][C:25]3[CH:30]=[CH:29][C:28]([F:31])=[CH:27][CH:26]=3)=[O:23])[CH3:21])[C@H:17]([C:32]3[CH:37]=[CH:36][C:35]([Cl:38])=[CH:34][CH:33]=3)[CH2:16]2)=[O:14])[CH2:9]1)=O)(C)(C)C.FC(F)(F)C(O)=O.C(=O)([O-])[O-].[Na+].[Na+]. The catalyst is ClCCl. The product is [F:31][C:28]1[CH:29]=[CH:30][C:25]([O:24][C:22](=[O:23])[N:20]([C@H:18]2[C@H:17]([C:32]3[CH:37]=[CH:36][C:35]([Cl:38])=[CH:34][CH:33]=3)[CH2:16][N:15]([C:13]([CH:10]3[CH2:11][CH2:12][NH:8][CH2:9]3)=[O:14])[CH2:19]2)[CH3:21])=[CH:26][CH:27]=1. The yield is 0.790. (2) The reactants are N(C(OC(C)C)=O)=NC(OC(C)C)=O.[C:15]([O:19][CH2:20][CH2:21][CH2:22][OH:23])([CH3:18])([CH3:17])[CH3:16].C1(P(C2C=CC=CC=2)C2C=CC=CC=2)C=CC=CC=1.O[N:44]1[C:48](=[O:49])[C:47]2=[CH:50][CH:51]=[CH:52][CH:53]=[C:46]2[C:45]1=[O:54]. The catalyst is C1COCC1. The product is [C:15]([O:19][CH2:20][CH2:21][CH2:22][O:23][N:44]1[C:48](=[O:49])[C:47]2[C:46](=[CH:53][CH:52]=[CH:51][CH:50]=2)[C:45]1=[O:54])([CH3:18])([CH3:17])[CH3:16]. The yield is 0.820. (3) The reactants are [OH:1][C:2]1([CH:13]2[CH2:18][NH:17][CH2:16][CH2:15][NH:14]2)[CH2:5][N:4]([C:6]([O:8][C:9]([CH3:12])([CH3:11])[CH3:10])=[O:7])[CH2:3]1.C(N(CC)C(C)C)(C)C.[N+:28]([C:31]1[CH:36]=[CH:35][CH:34]=[CH:33][C:32]=1[S:37](Cl)(=[O:39])=[O:38])([O-:30])=[O:29]. The catalyst is C1COCC1. The product is [OH:1][C:2]1([CH:13]2[CH2:18][N:17]([S:37]([C:32]3[CH:33]=[CH:34][CH:35]=[CH:36][C:31]=3[N+:28]([O-:30])=[O:29])(=[O:38])=[O:39])[CH2:16][CH2:15][NH:14]2)[CH2:3][N:4]([C:6]([O:8][C:9]([CH3:12])([CH3:11])[CH3:10])=[O:7])[CH2:5]1. The yield is 0.790. (4) The reactants are [CH2:1]([CH:8]1[CH2:13][CH2:12][NH:11][CH2:10][CH2:9]1)[C:2]1[CH:7]=[CH:6][CH:5]=[CH:4][CH:3]=1.[NH2:14][C:15]1[C:20]([S:21](Cl)(=[O:23])=[O:22])=[CH:19][C:18]([Br:25])=[CH:17][N:16]=1.CCN(C(C)C)C(C)C.C([O-])(O)=O.[Na+]. The catalyst is N1C=CC=CC=1.C(OCC)(=O)C. The product is [CH2:1]([CH:8]1[CH2:13][CH2:12][N:11]([S:21]([C:20]2[C:15]([NH2:14])=[N:16][CH:17]=[C:18]([Br:25])[CH:19]=2)(=[O:23])=[O:22])[CH2:10][CH2:9]1)[C:2]1[CH:7]=[CH:6][CH:5]=[CH:4][CH:3]=1. The yield is 0.600. (5) The reactants are [F:1][C:2]1[CH:3]=[C:4]([CH2:8][NH:9][C:10]([C:12]2[C:13]([OH:25])=[N:14][C:15]([N:19]3[CH2:24][CH2:23][O:22][CH2:21][CH2:20]3)=[CH:16][C:17]=2[CH3:18])=[O:11])[CH:5]=[CH:6][CH:7]=1.CN(C=O)C.[H-].[Na+].Br[CH2:34][CH2:35][O:36][CH3:37]. The catalyst is CCOC(C)=O.O. The product is [F:1][C:2]1[CH:3]=[C:4]([CH2:8][NH:9][C:10]([C:12]2[C:13]([O:25][CH2:34][CH2:35][O:36][CH3:37])=[N:14][C:15]([N:19]3[CH2:24][CH2:23][O:22][CH2:21][CH2:20]3)=[CH:16][C:17]=2[CH3:18])=[O:11])[CH:5]=[CH:6][CH:7]=1. The yield is 0.390. (6) The reactants are [CH2:1]([O:3][C:4]([C:6]1([NH:11][C:12]([CH:14]2[CH2:18][CH:17]([O:19][C:20]3[C:29]4[C:24](=[C:25]([CH3:32])[C:26]([O:30][CH3:31])=[CH:27][CH:28]=4)[N:23]=C(C4C=CC=C(C)N=4)[CH:21]=3)[CH2:16][CH:15]2[C:40](O)=[O:41])=[O:13])[CH2:8][CH:7]1[CH:9]=[CH2:10])=[O:5])[CH3:2].Cl.[CH3:44][NH:45][CH2:46][CH2:47][CH2:48][CH2:49][CH:50]=[CH2:51].[CH:52]([N:55]([CH:58]([CH3:60])[CH3:59])CC)([CH3:54])[CH3:53].[CH3:61]N(C(ON1N=NC2C=CC=NC1=2)=[N+](C)C)C.F[P-](F)(F)(F)(F)F. The catalyst is CN(C=O)C. The product is [CH2:1]([O:3][C:4]([C:6]1([NH:11][C:12]([CH:14]2[CH2:18][CH:17]([O:19][C:20]3[C:29]4[C:24](=[C:25]([CH3:32])[C:26]([O:30][CH3:31])=[CH:27][CH:28]=4)[N:23]=[C:60]([C:58]4[CH:59]=[CH:61][CH:54]=[C:52]([CH3:53])[N:55]=4)[CH:21]=3)[CH2:16][CH:15]2[C:40](=[O:41])[N:45]([CH2:46][CH2:47][CH2:48][CH2:49][CH:50]=[CH2:51])[CH3:44])=[O:13])[CH2:8][CH:7]1[CH:9]=[CH2:10])=[O:5])[CH3:2]. The yield is 0.820. (7) The reactants are [F:1][C:2]1([F:29])[CH2:7][CH2:6][N:5]([C:8]([C:10]2[NH:28][C:13]3=[N:14][CH:15]=[C:16]([O:18][CH:19]4[CH2:24][CH2:23][N:22]([CH:25]([CH3:27])[CH3:26])[CH2:21][CH2:20]4)[CH:17]=[C:12]3[CH:11]=2)=[O:9])[CH2:4][CH2:3]1.[H-].[Na+].Br[CH2:33][C:34]#[N:35]. No catalyst specified. The product is [F:29][C:2]1([F:1])[CH2:7][CH2:6][N:5]([C:8]([C:10]2[N:28]([CH2:33][C:34]#[N:35])[C:13]3=[N:14][CH:15]=[C:16]([O:18][CH:19]4[CH2:20][CH2:21][N:22]([CH:25]([CH3:27])[CH3:26])[CH2:23][CH2:24]4)[CH:17]=[C:12]3[CH:11]=2)=[O:9])[CH2:4][CH2:3]1. The yield is 0.610. (8) The reactants are [C:1]([NH2:5])(=[O:4])[CH:2]=[CH2:3].Br[C:7]1[CH:12]=[CH:11][C:10]([Cl:13])=[C:9]([CH2:14][CH3:15])[CH:8]=1.C(N(CCC)CCC)CC.CC1CCCO1.[Na+].[Cl-]. The catalyst is CN(C=O)C.CC(O)C.CC([O-])=O.CC([O-])=O.[Pd+2].CC1C=CC=CC=1P(C1C=CC=CC=1C)C1C=CC=CC=1C. The product is [Cl:13][C:10]1[CH:11]=[CH:12][C:7](/[CH:3]=[CH:2]/[C:1]([NH2:5])=[O:4])=[CH:8][C:9]=1[CH2:14][CH3:15]. The yield is 0.770. (9) The reactants are Cl.Cl.[CH3:3][S:4]([C:7]1[CH:12]=[CH:11][C:10]([C:13]2[CH:14]=[CH:15][C:16]([O:19][CH2:20][CH:21]3[CH2:26][CH2:25][NH:24][CH2:23][CH2:22]3)=[N:17][CH:18]=2)=[CH:9][CH:8]=1)(=[O:6])=[O:5].Cl[C:28]1[N:33]=[CH:32][C:31]([CH2:34][CH3:35])=[CH:30][N:29]=1.C([O-])([O-])=O.[K+].[K+]. The catalyst is CC#N. The product is [CH2:34]([C:31]1[CH:30]=[N:29][C:28]([N:24]2[CH2:25][CH2:26][CH:21]([CH2:20][O:19][C:16]3[CH:15]=[CH:14][C:13]([C:10]4[CH:11]=[CH:12][C:7]([S:4]([CH3:3])(=[O:5])=[O:6])=[CH:8][CH:9]=4)=[CH:18][N:17]=3)[CH2:22][CH2:23]2)=[N:33][CH:32]=1)[CH3:35]. The yield is 0.660.